Dataset: Full USPTO retrosynthesis dataset with 1.9M reactions from patents (1976-2016). Task: Predict the reactants needed to synthesize the given product. (1) The reactants are: Cl[C:2]1[CH:11]=[C:10]2[C:5]([CH2:6][CH2:7][N:8]([C:12]([O:14][C:15]([CH3:18])([CH3:17])[CH3:16])=[O:13])[CH2:9]2)=[CH:4][N:3]=1.[NH2:19][C@@H:20]([CH3:23])[CH2:21][OH:22].O(C(C)(C)C)[Na]. Given the product [OH:22][CH2:21][C@@H:20]([NH:19][C:2]1[CH:11]=[C:10]2[C:5]([CH2:6][CH2:7][N:8]([C:12]([O:14][C:15]([CH3:18])([CH3:17])[CH3:16])=[O:13])[CH2:9]2)=[CH:4][N:3]=1)[CH3:23], predict the reactants needed to synthesize it. (2) Given the product [C:6]([C:7]1[CH:12]=[CH:11][CH:10]=[CH:9][C:8]=1[CH2:13][C:14]([N:32]=[C:31]=[S:30])=[O:16])#[CH:5], predict the reactants needed to synthesize it. The reactants are: C[Si]([C:5]#[C:6][C:7]1[CH:12]=[CH:11][CH:10]=[CH:9][C:8]=1[CH2:13][C:14]([O:16]C)=O)(C)C.C(Cl)(=O)C(Cl)=O.CN(C=O)C.[Pb](SC#N)[S:30][C:31]#[N:32]. (3) Given the product [NH2:38][C:36]1[N:35]=[CH:34][N:33]=[C:32]2[N:31]([CH:39]([CH3:41])[CH3:40])[N:30]=[C:29]([C:13]3[CH:12]=[C:11]4[C:16](=[CH:15][CH:14]=3)[NH:8][CH:9]=[C:10]4[CH:26]=[O:27])[C:37]=12, predict the reactants needed to synthesize it. The reactants are: C([N:8]1[C:16]2[C:11](=[CH:12][C:13](B3OC(C)(C)C(C)(C)O3)=[CH:14][CH:15]=2)[C:10]([CH:26]=[O:27])=[CH:9]1)(OC(C)(C)C)=O.I[C:29]1[C:37]2[C:32](=[N:33][CH:34]=[N:35][C:36]=2[NH2:38])[N:31]([CH:39]([CH3:41])[CH3:40])[N:30]=1.C([O-])([O-])=O.[Na+].[Na+]. (4) Given the product [CH3:21][P:19]([C:16]1[CH:17]=[CH:18][C:13]([NH:12][C:4]2[N:3]=[C:2]([N:39]3[CH2:40][CH2:41][N:36]([C:30]4[CH:35]=[CH:34][CH:33]=[CH:32][CH:31]=4)[CH2:37][CH2:38]3)[C:7]([C:8]([F:11])([F:10])[F:9])=[CH:6][N:5]=2)=[CH:14][CH:15]=1)([CH3:22])=[O:20], predict the reactants needed to synthesize it. The reactants are: Cl[C:2]1[C:7]([C:8]([F:11])([F:10])[F:9])=[CH:6][N:5]=[C:4]([NH:12][C:13]2[CH:18]=[CH:17][C:16]([P:19]([CH3:22])([CH3:21])=[O:20])=[CH:15][CH:14]=2)[N:3]=1.C(N(CC)CC)C.[C:30]1([N:36]2[CH2:41][CH2:40][NH:39][CH2:38][CH2:37]2)[CH:35]=[CH:34][CH:33]=[CH:32][CH:31]=1. (5) Given the product [CH3:16][C:15]1[C:3]2[C:2](=[O:26])[C:11]3[C:6](=[CH:7][CH:8]=[CH:9][C:10]=3[CH3:12])[NH:5][C:4]=2[N:13]([C:17]2[CH:22]=[CH:21][CH:20]=[CH:19][N:18]=2)[N:14]=1, predict the reactants needed to synthesize it. The reactants are: Cl[C:2]1[C:11]2[C:6](=[CH:7][CH:8]=[CH:9][C:10]=2[CH3:12])[N:5]=[C:4]2[N:13]([C:17]3[CH:22]=[CH:21][CH:20]=[CH:19][N:18]=3)[N:14]=[C:15]([CH3:16])[C:3]=12.[I-].[Na+].Cl.[OH-:26].[Na+]. (6) Given the product [F:4][C:2]([C:5]1[O:9][C:8]([CH2:10][N:11]2[CH:15]=[CH:14][C:13]([NH:16][C:29](=[O:30])/[CH:28]=[CH:27]/[C:20]3[CH:21]=[CH:22][CH:23]=[C:24]([O:25][CH3:26])[C:19]=3[O:18][CH3:17])=[N:12]2)=[CH:7][CH:6]=1)([F:1])[CH3:3], predict the reactants needed to synthesize it. The reactants are: [F:1][C:2]([C:5]1[O:9][C:8]([CH2:10][N:11]2[CH:15]=[CH:14][C:13]([NH2:16])=[N:12]2)=[CH:7][CH:6]=1)([F:4])[CH3:3].[CH3:17][O:18][C:19]1[C:24]([O:25][CH3:26])=[CH:23][CH:22]=[CH:21][C:20]=1/[CH:27]=[CH:28]/[C:29](O)=[O:30]. (7) Given the product [CH:23]1([C:9]2[N:8]([CH2:7][C:5]3[O:6][C:2]([C:29]4[CH:28]=[C:27]([F:26])[CH:32]=[C:31]([F:33])[CH:30]=4)=[CH:3][CH:4]=3)[C:16]3[C:11]([CH:10]=2)=[C:12]([C:19]([F:22])([F:21])[F:20])[C:13]([C:17]#[N:18])=[CH:14][CH:15]=3)[CH2:25][CH2:24]1, predict the reactants needed to synthesize it. The reactants are: Br[C:2]1[O:6][C:5]([CH2:7][N:8]2[C:16]3[C:11](=[C:12]([C:19]([F:22])([F:21])[F:20])[C:13]([C:17]#[N:18])=[CH:14][CH:15]=3)[CH:10]=[C:9]2[CH:23]2[CH2:25][CH2:24]2)=[CH:4][CH:3]=1.[F:26][C:27]1[CH:28]=[C:29](B(O)O)[CH:30]=[C:31]([F:33])[CH:32]=1. (8) The reactants are: [CH2:1]([C:4]1[CH:9]=[CH:8][C:7]([S:10](Cl)(=[O:12])=[O:11])=[CH:6][CH:5]=1)[CH2:2][CH3:3].N1C=CC=CC=1.[NH2:20][C:21]1[CH:22]=[C:23]2[C:28](=[CH:29][CH:30]=1)[N:27]=[C:26]([CH3:31])[CH:25]=[N:24]2.C([O-])(O)=O.[Na+]. Given the product [CH3:31][C:26]1[CH:25]=[N:24][C:23]2[C:28](=[CH:29][CH:30]=[C:21]([NH:20][S:10]([C:7]3[CH:8]=[CH:9][C:4]([CH2:1][CH2:2][CH3:3])=[CH:5][CH:6]=3)(=[O:12])=[O:11])[CH:22]=2)[N:27]=1, predict the reactants needed to synthesize it. (9) The reactants are: [C:1]1([N:7]([CH2:22][C:23]2[CH:28]=[CH:27][C:26]([NH:29][C:30]([C@@H:32]3[CH2:36][CH2:35][CH2:34][NH:33]3)=[O:31])=[CH:25][CH:24]=2)[CH2:8][C:9]2[CH:14]=[CH:13][C:12](/[CH:15]=[CH:16]/[C@@H:17]3[CH2:21][CH2:20][CH2:19][NH:18]3)=[CH:11][CH:10]=2)[CH:6]=[CH:5][CH:4]=[CH:3][CH:2]=1.[CH3:37][O:38][C:39]([NH:41][C@@H:42]([C:46]([CH3:49])([CH3:48])[CH3:47])[C:43](O)=[O:44])=[O:40]. Given the product [CH3:37][O:38][C:39]([NH:41][C@H:42]([C:43]([N:33]1[CH2:34][CH2:35][CH2:36][C@H:32]1[C:30]([NH:29][C:26]1[CH:25]=[CH:24][C:23]([CH2:22][N:7]([CH2:8][C:9]2[CH:10]=[CH:11][C:12](/[CH:15]=[CH:16]/[C@@H:17]3[CH2:21][CH2:20][CH2:19][N:18]3[C:43](=[O:44])[C@H:42]([C:46]([CH3:49])([CH3:48])[CH3:47])[NH:41][C:39]([O:38][CH3:37])=[O:40])=[CH:13][CH:14]=2)[C:1]2[CH:2]=[CH:3][CH:4]=[CH:5][CH:6]=2)=[CH:28][CH:27]=1)=[O:31])=[O:44])[C:46]([CH3:47])([CH3:48])[CH3:49])=[O:40], predict the reactants needed to synthesize it. (10) Given the product [NH:11]([CH:3]([CH2:4][CH:5]1[CH2:6][CH2:7][O:8][CH2:9][CH2:10]1)[CH2:2][OH:1])[NH2:12], predict the reactants needed to synthesize it. The reactants are: [OH:1][CH2:2][C@@H:3]([N:11](C(OCC1C=CC=CC=1)=O)[NH:12]C(OCC1C=CC=CC=1)=O)[CH2:4][CH:5]1[CH2:10][CH2:9][O:8][CH2:7][CH2:6]1.